This data is from Full USPTO retrosynthesis dataset with 1.9M reactions from patents (1976-2016). The task is: Predict the reactants needed to synthesize the given product. (1) Given the product [CH2:13]([C:15]1[CH:20]=[CH:19][C:18]([N:21]2[C:25](=[O:26])[CH:24]=[CH:23][C:22]2=[O:27])=[CH:17][CH:16]=1)[CH3:14].[CH2:6]=[C:7]([CH3:9])[CH3:8], predict the reactants needed to synthesize it. The reactants are: C([O-])(=O)CCCC[CH2:6][C:7](C)([CH3:9])[CH3:8].[CH2:13]([C:15]1[CH:20]=[CH:19][C:18]([N:21]2[C:25](=[O:26])[CH:24]=[CH:23][C:22]2=[O:27])=[CH:17][CH:16]=1)[CH3:14].C=C(C)C. (2) Given the product [C:1]([O:5][C:6]([N:8]1[CH2:12][CH2:11][C@@:10]([NH:14][C:15]2[CH:16]=[C:17]3[C:26](=[CH:27][C:28]=2/[CH:39]=[CH:38]/[O:40][CH2:41][CH3:42])[O:25][CH2:24][C:23]2[N:18]3[C@@H:19]([CH3:31])[C:20](=[O:30])[NH:21][N:22]=2)([CH3:13])[CH2:9]1)=[O:7])([CH3:4])([CH3:3])[CH3:2], predict the reactants needed to synthesize it. The reactants are: [C:1]([O:5][C:6]([N:8]1[CH2:12][CH2:11][C@@:10]([NH:14][C:15]2[CH:16]=[C:17]3[C:26](=[CH:27][C:28]=2Br)[O:25][CH2:24][C:23]2[N:18]3[C@@H:19]([CH3:31])[C:20](=[O:30])[NH:21][N:22]=2)([CH3:13])[CH2:9]1)=[O:7])([CH3:4])([CH3:3])[CH3:2].C([O-])([O-])=O.[K+].[K+].[CH2:38]([O:40]/[CH:41]=[CH:42]/B1OC(C)(C)C(C)(C)O1)[CH3:39].